From a dataset of Forward reaction prediction with 1.9M reactions from USPTO patents (1976-2016). Predict the product of the given reaction. (1) Given the reactants [CH3:1][O:2][C:3]1[CH:25]=[C:24]([O:26][CH3:27])[CH:23]=[CH:22][C:4]=1[C:5]([N:7]1[CH2:21][CH2:20][C:10]2([NH:14][C:13](=[O:15])[C@H:12]([CH2:16][CH2:17][S:18][CH3:19])[NH:11]2)[CH2:9][CH2:8]1)=[O:6].O.C[Si]([Cl:33])(C)C, predict the reaction product. The product is: [ClH:33].[CH3:1][O:2][C:3]1[CH:25]=[C:24]([O:26][CH3:27])[CH:23]=[CH:22][C:4]=1[C:5]([N:7]1[CH2:21][CH2:20][C:10]2([NH:14][C:13](=[O:15])[C@H:12]([CH2:16][CH2:17][S:18][CH3:19])[NH:11]2)[CH2:9][CH2:8]1)=[O:6]. (2) Given the reactants [F:1][C:2]([F:7])([F:6])[C:3]([OH:5])=[O:4].[Cl:8][C:9]1[CH:14]=[CH:13][C:12]([N:15]2[CH:19]=[C:18]([C:20]([O:22]CC)=[O:21])[CH:17]=[N:16]2)=[C:11]([C:25]2[N:26]=[CH:27][N:28]([C@@H:32]3[C:48]4[CH:49]=[C:44]([CH:45]=[CH:46][N:47]=4)[C:43]4[N:42]([CH3:50])[N:41]=[CH:40][C:39]=4[NH:38][C:37](=[O:51])[C@H:36]([CH3:52])[CH2:35][CH2:34][CH2:33]3)[C:29](=[O:31])[CH:30]=2)[CH:10]=1.O[Li].O.Cl, predict the reaction product. The product is: [F:1][C:2]([F:7])([F:6])[C:3]([OH:5])=[O:4].[Cl:8][C:9]1[CH:14]=[CH:13][C:12]([N:15]2[CH:19]=[C:18]([C:20]([OH:22])=[O:21])[CH:17]=[N:16]2)=[C:11]([C:25]2[N:26]=[CH:27][N:28]([C@@H:32]3[C:48]4[CH:49]=[C:44]([CH:45]=[CH:46][N:47]=4)[C:43]4[N:42]([CH3:50])[N:41]=[CH:40][C:39]=4[NH:38][C:37](=[O:51])[C@H:36]([CH3:52])[CH2:35][CH2:34][CH2:33]3)[C:29](=[O:31])[CH:30]=2)[CH:10]=1. (3) Given the reactants [N:1]1[C:2]([C:10]([OH:12])=O)=[CH:3][N:4]2[CH:9]=[CH:8][CH:7]=[CH:6][C:5]=12.CCN(C(C)C)C(C)C.CN(C(ON1N=NC2C=CC=NC1=2)=[N+](C)C)C.F[P-](F)(F)(F)(F)F.[CH3:46][O:47][C:48](=[O:75])[C:49]1[CH:54]=[CH:53][CH:52]=[C:51]([N:55]2[C:60]3[N:61]=[CH:62][C:63]([F:65])=[CH:64][C:59]=3[C:58](=[O:66])[N:57]([CH:67]3[CH2:72][CH2:71][CH:70]([NH2:73])[CH2:69][CH2:68]3)[C:56]2=[O:74])[CH:50]=1, predict the reaction product. The product is: [F:65][C:63]1[CH:62]=[N:61][C:60]2[N:55]([C:51]3[CH:50]=[C:49]([CH:54]=[CH:53][CH:52]=3)[C:48]([O:47][CH3:46])=[O:75])[C:56](=[O:74])[N:57]([C@H:67]3[CH2:68][CH2:69][C@@H:70]([NH:73][C:10]([C:2]4[N:1]=[C:5]5[CH:6]=[CH:7][CH:8]=[CH:9][N:4]5[CH:3]=4)=[O:12])[CH2:71][CH2:72]3)[C:58](=[O:66])[C:59]=2[CH:64]=1.